Dataset: NCI-60 drug combinations with 297,098 pairs across 59 cell lines. Task: Regression. Given two drug SMILES strings and cell line genomic features, predict the synergy score measuring deviation from expected non-interaction effect. (1) Drug 1: C1=NC2=C(N=C(N=C2N1C3C(C(C(O3)CO)O)O)F)N. Drug 2: CS(=O)(=O)OCCCCOS(=O)(=O)C. Cell line: OVCAR3. Synergy scores: CSS=5.54, Synergy_ZIP=-4.00, Synergy_Bliss=-4.26, Synergy_Loewe=-7.00, Synergy_HSA=-4.37. (2) Drug 1: COC1=NC(=NC2=C1N=CN2C3C(C(C(O3)CO)O)O)N. Drug 2: CC1CCC2CC(C(=CC=CC=CC(CC(C(=O)C(C(C(=CC(C(=O)CC(OC(=O)C3CCCCN3C(=O)C(=O)C1(O2)O)C(C)CC4CCC(C(C4)OC)O)C)C)O)OC)C)C)C)OC. Cell line: CCRF-CEM. Synergy scores: CSS=52.4, Synergy_ZIP=5.49, Synergy_Bliss=1.56, Synergy_Loewe=0.107, Synergy_HSA=0.254. (3) Drug 1: C1=NC(=NC(=O)N1C2C(C(C(O2)CO)O)O)N. Drug 2: C(=O)(N)NO. Cell line: K-562. Synergy scores: CSS=53.5, Synergy_ZIP=-2.24, Synergy_Bliss=-3.62, Synergy_Loewe=-31.7, Synergy_HSA=-0.0624. (4) Drug 1: CS(=O)(=O)C1=CC(=C(C=C1)C(=O)NC2=CC(=C(C=C2)Cl)C3=CC=CC=N3)Cl. Drug 2: C1=CC(=CC=C1CC(C(=O)O)N)N(CCCl)CCCl.Cl. Cell line: M14. Synergy scores: CSS=-0.242, Synergy_ZIP=2.20, Synergy_Bliss=2.27, Synergy_Loewe=-5.12, Synergy_HSA=-2.53. (5) Drug 1: C1=CC=C(C=C1)NC(=O)CCCCCCC(=O)NO. Drug 2: C1C(C(OC1N2C=NC(=NC2=O)N)CO)O. Cell line: HCT-15. Synergy scores: CSS=11.9, Synergy_ZIP=-4.07, Synergy_Bliss=-1.58, Synergy_Loewe=0.766, Synergy_HSA=1.10. (6) Drug 1: C1=NC2=C(N1)C(=S)N=C(N2)N. Drug 2: CCCS(=O)(=O)NC1=C(C(=C(C=C1)F)C(=O)C2=CNC3=C2C=C(C=N3)C4=CC=C(C=C4)Cl)F. Cell line: HOP-92. Synergy scores: CSS=20.8, Synergy_ZIP=-8.02, Synergy_Bliss=-3.57, Synergy_Loewe=-14.5, Synergy_HSA=-4.51.